This data is from Forward reaction prediction with 1.9M reactions from USPTO patents (1976-2016). The task is: Predict the product of the given reaction. (1) The product is: [NH2:23][C:11]1[CH:12]=[CH:13][C:14]([C:16]2[C:17]([CH3:22])=[N:18][O:19][C:20]=2[CH3:21])=[CH:15][C:10]=1[S:7]([NH:6][CH:1]1[CH2:5][CH2:4][CH2:3][CH2:2]1)(=[O:8])=[O:9]. Given the reactants [CH:1]1([NH:6][S:7]([C:10]2[CH:15]=[C:14]([C:16]3[C:17]([CH3:22])=[N:18][O:19][C:20]=3[CH3:21])[CH:13]=[CH:12][C:11]=2[N+:23]([O-])=O)(=[O:9])=[O:8])[CH2:5][CH2:4][CH2:3][CH2:2]1, predict the reaction product. (2) Given the reactants [OH:1][CH2:2][CH:3]([NH:13][C:14](=[O:20])[O:15][C:16]([CH3:19])([CH3:18])[CH3:17])[C:4]1[CH:9]=[CH:8][CH:7]=[C:6]([N+:10]([O-:12])=[O:11])[CH:5]=1.C(N(CC)CC)C.[CH3:28][S:29](Cl)(=[O:31])=[O:30].C(=O)(O)[O-].[Na+], predict the reaction product. The product is: [CH3:28][S:29]([O:1][CH2:2][CH:3]([NH:13][C:14]([O:15][C:16]([CH3:17])([CH3:19])[CH3:18])=[O:20])[C:4]1[CH:9]=[CH:8][CH:7]=[C:6]([N+:10]([O-:12])=[O:11])[CH:5]=1)(=[O:31])=[O:30]. (3) Given the reactants BrC1S[C:4](Cl)=[C:5]([Cl:23])[C:6]=1[CH2:7][CH:8]([NH:10][C:11]([C:13]1[C:14]([C:19]([F:22])([F:21])F)=[N:15][N:16]([CH3:18])[CH:17]=1)=[O:12])[CH3:9].[Br:25][C:26]1[S:30]C(Cl)=C(CC(NC(C2C(C(F)(F)F)=NN(C)C=2)=O)C)C=1Cl.ClC1SC(Cl)=C(Cl)C=1CC(NC(C1C(C(F)(F)F)=NN(C)C=1)=O)C, predict the reaction product. The product is: [Br:25][C:26]1[S:30][C:6]([CH2:7][CH:8]([NH:10][C:11]([C:13]2[C:14]([CH:19]([F:21])[F:22])=[N:15][N:16]([CH3:18])[CH:17]=2)=[O:12])[CH3:9])=[C:5]([Cl:23])[CH:4]=1. (4) Given the reactants [CH3:1][N:2]1[C:6]2[CH:7]=[CH:8][C:9]([C:11]([OH:13])=O)=[CH:10][C:5]=2[N:4]=[C:3]1[NH:14][C:15]1[S:16][C:17]2[CH:23]=[C:22]([C:24]([F:27])([F:26])[F:25])[CH:21]=[CH:20][C:18]=2[N:19]=1.Cl.[CH3:29][O:30][C:31](=[O:34])[CH2:32][NH2:33].CN(C(ON1N=NC2C=CC=CC1=2)=[N+](C)C)C.F[P-](F)(F)(F)(F)F.CCN(C(C)C)C(C)C, predict the reaction product. The product is: [CH3:29][O:30][C:31](=[O:34])[CH2:32][NH:33][C:11]([C:9]1[CH:8]=[CH:7][C:6]2[N:2]([CH3:1])[C:3]([NH:14][C:15]3[S:16][C:17]4[CH:23]=[C:22]([C:24]([F:26])([F:25])[F:27])[CH:21]=[CH:20][C:18]=4[N:19]=3)=[N:4][C:5]=2[CH:10]=1)=[O:13]. (5) The product is: [C:34]([O:38][C:39]([N:41]1[CH2:46][CH2:45][N:44]([C:19]2[S:20][C:16](=[CH:15][C:11]3[CH:10]=[C:9]4[C:14](=[CH:13][CH:12]=3)[N:6]([CH2:5][C:4]3[CH:24]=[CH:25][C:26]([C:28]([F:30])([F:31])[F:29])=[CH:27][C:3]=3[C:2]([F:1])([F:33])[F:32])[N:7]=[CH:8]4)[C:17](=[O:23])[N:18]=2)[CH:43]([CH2:47][OH:48])[CH2:42]1)=[O:40])([CH3:37])([CH3:36])[CH3:35]. Given the reactants [F:1][C:2]([F:33])([F:32])[C:3]1[CH:27]=[C:26]([C:28]([F:31])([F:30])[F:29])[CH:25]=[CH:24][C:4]=1[CH2:5][N:6]1[C:14]2[C:9](=[CH:10][C:11]([CH:15]=[C:16]3[S:20][C:19](SC)=[N:18][C:17]3=[O:23])=[CH:12][CH:13]=2)[CH:8]=[N:7]1.[C:34]([O:38][C:39]([N:41]1[CH2:46][CH2:45][NH:44][C@@H:43]([CH2:47][OH:48])[CH2:42]1)=[O:40])([CH3:37])([CH3:36])[CH3:35], predict the reaction product.